Dataset: Experimentally validated miRNA-target interactions with 360,000+ pairs, plus equal number of negative samples. Task: Binary Classification. Given a miRNA mature sequence and a target amino acid sequence, predict their likelihood of interaction. (1) The miRNA is hsa-miR-183-5p with sequence UAUGGCACUGGUAGAAUUCACU. The protein sequence of the target gene is MADSLDEFIEEQKAKLAKDKAELESDPPYMEMKGKASEKLSENSKILISMAKENIPPSSQQQPKGPLGIEYGLSLPLGEDYEQKKHKLKEELRQDYRRYLTQGITQAKRKKNFLSTGETDPSTLGVSLPIDERLSAKERLKLERNREYNQFLRGKAESTEKVRQVEKNIEPKSQRNKNPISQGKSDLPLQIQTAYTHSEGPWLSRQEEGLYRQLDGEIELRSRRPLKQTKEEVGISGAEHPSLSGSAGVPERRARRANGERVLDRQHCRADRDPGVSEDMDERFRFESDFDRRLLRVYTN.... Result: 0 (no interaction). (2) The miRNA is hsa-miR-4252 with sequence GGCCACUGAGUCAGCACCA. The protein sequence of the target gene is MSLRDCQAWKNAGLPLSTTSNEACKLFDATLTQYVKWTNDKSLGGIEGCLSKLRAADPTFAMGLAISNGLVLVGTGTSVALDKDLALAVKTMVELSQTQTLTPREQLHVSAVEMFAKGNFPRACDLWEQILRDHPTDMLALKFSHDAYFYLGYQEQMRDSVARVYPFWTPDIPLNSYVKGIYSFGLMETNFYDQAQKLAKEALSIEPTDAWSVHTVAHVHEMRAEIKDGLEFMQQSEGHWKDSDMLACHNYWHWALYLIEKGDYEAALTIYDSHILPSLQASGTMLDVVDSCSMLYRLQM.... Result: 0 (no interaction). (3) The miRNA is cel-miR-1818 with sequence UGUGGUCUUCAUGCCAUGAUUUU. The protein sequence of the target gene is MIVDLIQSARQGEWAQVRQLLLKHWLVQVPEVFEVNSDLPWDNTAANERILGSQGEILLAPLVSAFVLDVRNTKSTLEAMNGIAGVDPARRGQICGHVFKNGELTYTCLDCATDGTCVMCLQCFEVSIHKSHKYKMHSSSGSGYCDCGDADAWTEGYACANHEKKDDEEAAVLAPELKKRCEQLVEIILQFSLSMITHKDDLKLPEIFEKMKPEVTNEAQQYLTVLYNDETHTYESVIKVLELYIHCTKDQAMLVATIVDREGRSAVKLGSKADCTKAKDDVQRKTARDPTSIRRSSNHN.... Result: 1 (interaction). (4) Result: 0 (no interaction). The miRNA is hsa-miR-6749-3p with sequence CUCCUCCCCUGCCUGGCCCAG. The protein sequence of the target gene is MSCLMVERCGEVLFESPEQSVKCVCMLGDVRLRGQTGVPAERRGSYPFIDFRLLNNTTHSGEIGTKKKVKRLLSFQRYFHASRLLRGIIPQAPLHLLDEDYLGQARHMLSKVGTWDFDIFLFDRLTNGNSLVTLLCHLFNSHGLIHHFKLDMVTLHRFLVMVQEDYHGHNPYHNAVHAADVTQAMHCYLKEPKLASFLTPLDIMLGLLAAAAHDVDHPGVNQPFLIKTNHHLANLYQNMSVLENHHWRSTIGMLRESRLLAHLPKEMTQDIEQQLGSLILATDINRQNEFLTRLKAHLHN.... (5) The miRNA is hsa-miR-514a-5p with sequence UACUCUGGAGAGUGACAAUCAUG. The protein sequence of the target gene is MMCEVMPTISEAEGPPGGGGGHGSGSPSQPDADSHFEQLMVSMLEERDRLLDTLRETQETLALTQGKLHEVGHERDSLQRQLNTALPQEFAALTKELNVCREQLLEREEEIAELKAERNNTRLLLEHLECLVSRHERSLRMTVVKRQAQSPAGVSSEVEVLKALKSLFEHHKALDEKVRERLRVALERCSLLEEELGATHKELMILKEQNNQKKTLTDGVLDINHEQENTPSTSGKRSSDGSLSHEEDLAKVIELQEIISKQSREQSQMKERLASLSSHVTELEEDLDTARKDLIKSEEM.... Result: 0 (no interaction).